This data is from Reaction yield outcomes from USPTO patents with 853,638 reactions. The task is: Predict the reaction yield, written as a fraction of the theoretical maximum amount of product (1.0 means a 100% yield; for example, 0.34 means a 34% yield). (1) The reactants are C([O-])(O)=O.[Na+].O[C:7]1[CH:8]=[C:9](B(O)O)[CH:10]=[CH:11][CH:12]=1. The catalyst is COCCOC.C1C=CC([P]([Pd]([P](C2C=CC=CC=2)(C2C=CC=CC=2)C2C=CC=CC=2)([P](C2C=CC=CC=2)(C2C=CC=CC=2)C2C=CC=CC=2)[P](C2C=CC=CC=2)(C2C=CC=CC=2)C2C=CC=CC=2)(C2C=CC=CC=2)C2C=CC=CC=2)=CC=1. The product is [C:7]1([C:7]2[CH:8]=[CH:9][CH:10]=[CH:11][CH:12]=2)[CH:8]=[CH:9][CH:10]=[CH:11][CH:12]=1. The yield is 0.750. (2) The yield is 0.790. The catalyst is C(Cl)Cl.C(N(CC)CC)C.C1(C)C=CC=CC=1. The reactants are [CH3:1][O:2][C:3]1[CH:4]=[C:5]2[C:10](=[CH:11][C:12]=1[O:13][CH3:14])[N:9]=[CH:8][CH:7]=[C:6]2[O:15][C:16]1[CH:22]=[CH:21][C:19]([NH2:20])=[CH:18][CH:17]=1.ClC(Cl)(O[C:27](=[O:33])[O:28][C:29](Cl)(Cl)Cl)Cl.[CH3:35][O:36][C:37]1[CH:38]=[C:39](CO)[CH:40]=[CH:41][CH:42]=1.C(=O)(O)[O-].[Na+]. The product is [CH3:1][O:2][C:3]1[CH:4]=[C:5]2[C:10](=[CH:11][C:12]=1[O:13][CH3:14])[N:9]=[CH:8][CH:7]=[C:6]2[O:15][C:16]1[CH:22]=[CH:21][C:19]([NH:20][C:27](=[O:33])[O:28][CH2:29][C:41]2[CH:40]=[CH:39][CH:38]=[C:37]([O:36][CH3:35])[CH:42]=2)=[CH:18][CH:17]=1. (3) The reactants are Br[C:2]1[C:7]([Cl:8])=[CH:6][C:5]([C:9](=[O:11])[CH3:10])=[C:4]([OH:12])[CH:3]=1.CC1(C)C2C=CC=C(P(C3C=CC=CC=3)C3C=CC=CC=3)C=2OC2C1=CC=CC=2P(C1C=CC=CC=1)C1C=CC=CC=1.[CH3:55][N:56](C)C=O. The catalyst is [C-]#N.[Zn+2].[C-]#N.C1C=CC(/C=C/C(/C=C/C2C=CC=CC=2)=O)=CC=1.C1C=CC(/C=C/C(/C=C/C2C=CC=CC=2)=O)=CC=1.C1C=CC(/C=C/C(/C=C/C2C=CC=CC=2)=O)=CC=1.[Pd].[Pd]. The product is [C:9]([C:5]1[C:4]([OH:12])=[CH:3][C:2]([C:55]#[N:56])=[C:7]([Cl:8])[CH:6]=1)(=[O:11])[CH3:10]. The yield is 0.720.